This data is from Reaction yield outcomes from USPTO patents with 853,638 reactions. The task is: Predict the reaction yield, written as a fraction of the theoretical maximum amount of product (1.0 means a 100% yield; for example, 0.34 means a 34% yield). (1) The reactants are C(OC([NH:8][C:9]1[C:10]([C:18]([O:20][CH3:21])=[O:19])=[N:11][C:12]([CH2:15][O:16][CH3:17])=[CH:13][CH:14]=1)=O)(C)(C)C.FC(F)(F)C(O)=O.C([O-])([O-])=O.[Na+].[Na+]. The catalyst is ClCCl. The product is [CH3:21][O:20][C:18]([C:10]1[C:9]([NH2:8])=[CH:14][CH:13]=[C:12]([CH2:15][O:16][CH3:17])[N:11]=1)=[O:19]. The yield is 0.920. (2) The reactants are [C:1]([O:7][CH2:8][C:9]1[CH:14]=[CH:13][C:12]([N+:15]([O-:17])=[O:16])=[C:11]([OH:18])[CH:10]=1)(=[O:6])[C:2]([CH3:5])([CH3:4])[CH3:3].C1C=CC(N([S:26]([C:29]([F:32])([F:31])[F:30])(=[O:28])=[O:27])[S:26]([C:29]([F:32])([F:31])[F:30])(=[O:28])=[O:27])=CC=1.C(N(CC)C(C)C)(C)C. The catalyst is C(Cl)Cl. The product is [C:1]([O:7][CH2:8][C:9]1[CH:14]=[CH:13][C:12]([N+:15]([O-:17])=[O:16])=[C:11]([O:18][S:26]([C:29]([F:32])([F:31])[F:30])(=[O:28])=[O:27])[CH:10]=1)(=[O:6])[C:2]([CH3:5])([CH3:4])[CH3:3]. The yield is 0.990. (3) The reactants are [O:1]([C:8]1[CH:9]=[C:10]([NH2:14])[CH:11]=[CH:12][CH:13]=1)[C:2]1[CH:7]=[CH:6][CH:5]=[CH:4][CH:3]=1.[N:15]([O-])=O.[Na+].O.O.Cl[Sn]Cl.[CH3:24][C:25]([CH3:32])([CH3:31])[C:26](=O)[CH2:27][C:28]#[N:29]. The catalyst is O.Cl.CCO. The product is [C:25]([C:26]1[CH:27]=[C:28]([NH2:29])[N:14]([C:10]2[CH:11]=[CH:12][CH:13]=[C:8]([O:1][C:2]3[CH:3]=[CH:4][CH:5]=[CH:6][CH:7]=3)[CH:9]=2)[N:15]=1)([CH3:32])([CH3:31])[CH3:24]. The yield is 0.170. (4) The reactants are [Cl:1]Cl.[OH:3][C:4]1[CH:11]=[CH:10][C:7]([CH:8]=[O:9])=[CH:6][CH:5]=1. The catalyst is C(O)(=O)C. The product is [Cl:1][C:5]1[CH:6]=[C:7]([CH:10]=[CH:11][C:4]=1[OH:3])[CH:8]=[O:9]. The yield is 0.750. (5) The reactants are [Cl:1][C:2]1[CH:3]=[C:4]([CH:7]=[CH:8][C:9]=1[Cl:10])[CH2:5][NH2:6].N1CCOCC1.[CH3:17][C:18]1([CH3:28])[O:22][C:21](=[CH:23][C:24](Cl)=[O:25])[C:20](=[O:27])[O:19]1. The product is [Cl:1][C:2]1[CH:3]=[C:4]([CH:7]=[CH:8][C:9]=1[Cl:10])[CH2:5][NH:6][C:24](=[O:25])[CH:23]=[C:21]1[C:20](=[O:27])[O:19][C:18]([CH3:17])([CH3:28])[O:22]1. The catalyst is C(Cl)Cl. The yield is 1.00. (6) The reactants are [Na].[CH2:2]([OH:4])[CH3:3].Br[C:6]1[CH:7]=[N:8][CH:9]=[C:10]([Br:12])[CH:11]=1.CN(C=O)C. The catalyst is O. The product is [Br:12][C:10]1[CH:11]=[C:6]([O:4][CH2:2][CH3:3])[CH:7]=[N:8][CH:9]=1. The yield is 0.850.